Predict the reactants needed to synthesize the given product. From a dataset of Full USPTO retrosynthesis dataset with 1.9M reactions from patents (1976-2016). (1) Given the product [CH3:1][O:2][C:3](=[O:24])[CH:4]([NH:23][C:26](=[O:27])[C:25]1[CH:35]=[CH:34][CH:33]=[CH:32][C:31]=1[NH2:30])[CH2:5][C:6]1[CH:11]=[CH:10][C:9]([N+:12]([O-:14])=[O:13])=[C:8]([O:15][CH2:16][C:17]2[CH:18]=[CH:19][CH:20]=[CH:21][CH:22]=2)[CH:7]=1, predict the reactants needed to synthesize it. The reactants are: [CH3:1][O:2][C:3](=[O:24])[CH:4]([NH2:23])[CH2:5][C:6]1[CH:11]=[CH:10][C:9]([N+:12]([O-:14])=[O:13])=[C:8]([O:15][CH2:16][C:17]2[CH:22]=[CH:21][CH:20]=[CH:19][CH:18]=2)[CH:7]=1.[C:25]12[C:31](=[CH:32][CH:33]=[CH:34][CH:35]=1)[NH:30]C(=O)O[C:26]2=[O:27]. (2) Given the product [CH3:1][O:2][C:3]1[CH:8]=[CH:7][C:6]([C:20]2[C:21]([CH3:27])=[N:22][CH:23]=[N:24][C:25]=2[CH3:26])=[C:5]([CH3:18])[CH:4]=1, predict the reactants needed to synthesize it. The reactants are: [CH3:1][O:2][C:3]1[CH:8]=[CH:7][C:6](B2OC(C)(C)C(C)(C)O2)=[C:5]([CH3:18])[CH:4]=1.Br[C:20]1[C:21]([CH3:27])=[N:22][CH:23]=[N:24][C:25]=1[CH3:26]. (3) Given the product [N:1]([C@@H:4]1[C@@H:17]([OH:18])[C@H:16]([O:19][CH2:20][C:21]2[CH:30]=[CH:29][C:28]3[C:23](=[CH:24][CH:25]=[CH:26][CH:27]=3)[CH:22]=2)[C@@H:15]([CH2:31][O:32][Si:44]([C:41]([CH3:43])([CH3:42])[CH3:40])([C:51]2[CH:52]=[CH:53][CH:54]=[CH:55][CH:56]=2)[C:45]2[CH:50]=[CH:49][CH:48]=[CH:47][CH:46]=2)[O:14][CH:5]1[S:6][C:7]1[CH:8]=[CH:9][C:10]([CH3:13])=[CH:11][CH:12]=1)=[N+:2]=[N-:3], predict the reactants needed to synthesize it. The reactants are: [N:1]([C@@H:4]1[C@@H:17]([OH:18])[C@H:16]([O:19][CH2:20][C:21]2[CH:30]=[CH:29][C:28]3[C:23](=[CH:24][CH:25]=[CH:26][CH:27]=3)[CH:22]=2)[C@@H:15]([CH2:31][OH:32])[O:14][CH:5]1[S:6][C:7]1[CH:12]=[CH:11][C:10]([CH3:13])=[CH:9][CH:8]=1)=[N+:2]=[N-:3].CCN(CC)CC.[CH3:40][C:41]([Si:44](Cl)([C:51]1[CH:56]=[CH:55][CH:54]=[CH:53][CH:52]=1)[C:45]1[CH:50]=[CH:49][CH:48]=[CH:47][CH:46]=1)([CH3:43])[CH3:42]. (4) Given the product [F:1][C:2]1[CH:3]=[C:4]([O:19][CH3:20])[C:5]2[NH:18][C:21](=[O:22])[N:9]([C:10]3[CH:15]=[CH:14][C:13]([F:16])=[CH:12][C:11]=3[I:17])[C:6]=2[C:7]=1[F:8], predict the reactants needed to synthesize it. The reactants are: [F:1][C:2]1[C:7]([F:8])=[C:6]([NH:9][C:10]2[CH:15]=[CH:14][C:13]([F:16])=[CH:12][C:11]=2[I:17])[C:5]([NH2:18])=[C:4]([O:19][CH3:20])[CH:3]=1.[C:21](N1C=CN=C1)(N1C=CN=C1)=[O:22]. (5) Given the product [Br:1][C:2]1[CH:10]=[C:9]2[C:5]([C:6]([C:11]([O:13][CH3:14])=[O:12])=[N:7][N:8]2[CH3:15])=[CH:4][CH:3]=1, predict the reactants needed to synthesize it. The reactants are: [Br:1][C:2]1[CH:10]=[C:9]2[C:5]([C:6]([C:11]([O:13][CH3:14])=[O:12])=[N:7][NH:8]2)=[CH:4][CH:3]=1.[C:15](=O)([O-])[O-].[K+].[K+].CI. (6) The reactants are: [O:1]=[C:2]1[CH2:7][CH2:6][N:5]([C:8]([O:10][C:11]([CH3:14])([CH3:13])[CH3:12])=[O:9])[CH2:4][CH:3]1[C:15]([O:17]CC)=O.[CH3:20][O:21][CH2:22][CH2:23][O:24][C:25]1[CH:26]=[C:27]([CH:33]=[C:34]([CH2:36][CH2:37][CH2:38][O:39][CH3:40])[CH:35]=1)[CH2:28][NH:29][CH:30]1[CH2:32][CH2:31]1.BrC1C=C(C(OC)=O)C2C(=CC=CC=2)N=1. Given the product [CH:30]1([N:29]([CH2:28][C:27]2[CH:33]=[C:34]([CH2:36][CH2:37][CH2:38][O:39][CH3:40])[CH:35]=[C:25]([O:24][CH2:23][CH2:22][O:21][CH3:20])[CH:26]=2)[C:15]([CH:3]2[C:2](=[O:1])[CH2:7][CH2:6][N:5]([C:8]([O:10][C:11]([CH3:12])([CH3:13])[CH3:14])=[O:9])[CH2:4]2)=[O:17])[CH2:32][CH2:31]1, predict the reactants needed to synthesize it.